From a dataset of Forward reaction prediction with 1.9M reactions from USPTO patents (1976-2016). Predict the product of the given reaction. (1) Given the reactants [Cl:1][C:2]1[CH:7]=[CH:6][CH:5]=[CH:4][C:3]=1[C:8]1[N:9]([C:31]2[CH:36]=[CH:35][C:34]([Cl:37])=[CH:33][CH:32]=2)[C:10]2[C:15]([N:16]=1)=[C:14]([NH:17][C@@H:18]1[CH2:23][CH2:22][CH2:21][N:20](C(OC(C)(C)C)=O)[CH2:19]1)[N:13]=[CH:12][N:11]=2.FC(F)(F)C(O)=O, predict the reaction product. The product is: [Cl:1][C:2]1[CH:7]=[CH:6][CH:5]=[CH:4][C:3]=1[C:8]1[N:9]([C:31]2[CH:32]=[CH:33][C:34]([Cl:37])=[CH:35][CH:36]=2)[C:10]2[C:15]([N:16]=1)=[C:14]([NH:17][C@@H:18]1[CH2:23][CH2:22][CH2:21][NH:20][CH2:19]1)[N:13]=[CH:12][N:11]=2. (2) The product is: [Br:3][C:4]1[CH:9]=[CH:8][C:7]([O:10][CH2:22][CH2:21][CH2:20][CH2:19][CH2:18][CH2:17][CH2:16][CH2:15][CH2:14][CH2:13][CH2:12][CH3:11])=[CH:6][CH:5]=1. Given the reactants [H-].[Na+].[Br:3][C:4]1[CH:9]=[CH:8][C:7]([OH:10])=[CH:6][CH:5]=1.[CH2:11](Br)[CH2:12][CH2:13][CH2:14][CH2:15][CH2:16][CH2:17][CH2:18][CH2:19][CH2:20][CH2:21][CH3:22], predict the reaction product. (3) Given the reactants ClC(Cl)(Cl)C([C:5]1[N:9]2[C:10]([CH2:14][N:15]([C:27]([O:29][C:30]([CH3:33])([CH3:32])[CH3:31])=[O:28])[CH2:16][CH2:17][CH2:18][NH:19][S:20]([C:23]([F:26])([F:25])[F:24])(=[O:22])=[O:21])=[CH:11][CH:12]=[CH:13][C:8]2=[N:7][CH:6]=1)=O.[CH3:36][O-:37].[Na+].[CH3:39][OH:40], predict the reaction product. The product is: [C:36]([C:5]1[N:9]2[C:10]([CH2:14][N:15]([C:27]([O:29][C:30]([CH3:33])([CH3:32])[CH3:31])=[O:28])[CH2:16][CH2:17][CH2:18][NH:19][S:20]([C:23]([F:26])([F:24])[F:25])(=[O:22])=[O:21])=[CH:11][CH:12]=[CH:13][C:8]2=[N:7][CH:6]=1)([O:40][CH3:39])=[O:37]. (4) Given the reactants [N+:1]([O-:4])(O)=[O:2].[NH2:5][C:6]1[CH:14]=[CH:13][C:9]([C:10]([OH:12])=[O:11])=[CH:8][N:7]=1, predict the reaction product. The product is: [NH2:5][C:6]1[C:14]([N+:1]([O-:4])=[O:2])=[CH:13][C:9]([C:10]([OH:12])=[O:11])=[CH:8][N:7]=1. (5) Given the reactants [Cl:1][C:2]1[CH:7]=[CH:6][C:5]([NH:8][C:9]2[S:10][CH:11]=[CH:12][N:13]=2)=[CH:4][C:3]=1[OH:14].C([O-])([O-])=O.[Cs+].[Cs+].ClC[C:23]1[CH2:27][CH2:26][CH2:25][CH:24]=1, predict the reaction product. The product is: [Cl:1][C:2]1[CH:7]=[CH:6][C:5]([NH:8][C:9]2[S:10][CH:11]=[CH:12][N:13]=2)=[CH:4][C:3]=1[O:14][C:23]1[CH2:27][CH2:26][CH2:25][CH:24]=1. (6) Given the reactants [C:1]([O:5][C:6]([NH:8][C@H:9]1[CH2:13][C@@:12]([CH2:17][O:18][CH2:19][CH3:20])([C:14]([OH:16])=[O:15])[CH:11]=[CH:10]1)=[O:7])([CH3:4])([CH3:3])[CH3:2], predict the reaction product. The product is: [C:1]([O:5][C:6]([NH:8][C@@H:9]1[CH2:10][CH2:11][C@:12]([CH2:17][O:18][CH2:19][CH3:20])([C:14]([OH:16])=[O:15])[CH2:13]1)=[O:7])([CH3:4])([CH3:3])[CH3:2]. (7) Given the reactants C([Sn](CCCC)(CCCC)C1C=CC(CC)=CC=1)CCC.[Br:22][C:23]1[CH:24]=[CH:25][C:26]([Cl:33])=[C:27]([CH2:29][C:30](O)=O)[CH:28]=1.[C@@H]1([C:45]2[CH:50]=[CH:49][CH:48]=[C:47]([CH2:51][C:52]3[S:53][C:54](CC)=[CH:55][CH:56]=3)C=2)O[C@H](CO)[C@@H](O)[C@H](O)[C@H]1O, predict the reaction product. The product is: [Br:22][C:23]1[CH:24]=[CH:25][C:26]([Cl:33])=[C:27]([CH2:29][CH2:30][C:54]2[S:53][C:52]([C:51]3[CH:47]=[CH:48][CH:49]=[CH:50][CH:45]=3)=[CH:56][CH:55]=2)[CH:28]=1.